Dataset: Reaction yield outcomes from USPTO patents with 853,638 reactions. Task: Predict the reaction yield, written as a fraction of the theoretical maximum amount of product (1.0 means a 100% yield; for example, 0.34 means a 34% yield). The reactants are [F:1][CH:2]([F:30])[C:3]1[C:4]([CH2:19][NH:20][C:21]([C@@H:23]2[CH2:27][C@@H:26]([F:28])[C@H:25]([CH3:29])[NH:24]2)=[O:22])=[CH:5][C:6]([C:9]2[CH:10]=[N:11][C:12]([C:15]([F:18])([F:17])[F:16])=[N:13][CH:14]=2)=[N:7][CH:8]=1.C(N(CC)CC)C.[F:38][C:39]1[CH:44]=[CH:43][C:42]([S:45](Cl)(=[O:47])=[O:46])=[CH:41][CH:40]=1. The catalyst is ClCCl. The product is [F:30][CH:2]([F:1])[C:3]1[C:4]([CH2:19][NH:20][C:21]([C@@H:23]2[CH2:27][C@@H:26]([F:28])[C@H:25]([CH3:29])[N:24]2[S:45]([C:42]2[CH:43]=[CH:44][C:39]([F:38])=[CH:40][CH:41]=2)(=[O:47])=[O:46])=[O:22])=[CH:5][C:6]([C:9]2[CH:14]=[N:13][C:12]([C:15]([F:16])([F:18])[F:17])=[N:11][CH:10]=2)=[N:7][CH:8]=1. The yield is 0.820.